Dataset: Full USPTO retrosynthesis dataset with 1.9M reactions from patents (1976-2016). Task: Predict the reactants needed to synthesize the given product. Given the product [CH3:19][O:18][C:8]1[CH:9]=[C:10]([CH:16]=[CH:17][C:7]=1[NH:6][C:4](=[O:5])[CH2:3]/[N:2]=[CH:31]/[CH2:30][CH:29]([CH3:33])[C:28]([F:35])([F:34])[F:27])[C:11]([O:13][CH2:14][CH3:15])=[O:12], predict the reactants needed to synthesize it. The reactants are: Cl.[NH2:2][CH2:3][C:4]([NH:6][C:7]1[CH:17]=[CH:16][C:10]([C:11]([O:13][CH2:14][CH3:15])=[O:12])=[CH:9][C:8]=1[O:18][CH3:19])=[O:5].C(N(CC)CC)C.[F:27][C:28]([F:35])([F:34])[CH:29]([CH3:33])[CH2:30][CH:31]=O.